Dataset: Catalyst prediction with 721,799 reactions and 888 catalyst types from USPTO. Task: Predict which catalyst facilitates the given reaction. (1) Reactant: [Br:1]N1C(=O)CCC1=O.[F:9][C:10]1[CH:15]=[CH:14][CH:13]=[C:12]([O:16][CH2:17][C:18]([CH3:21])([CH3:20])[CH3:19])[N:11]=1. Product: [Br:1][C:15]1[C:10]([F:9])=[N:11][C:12]([O:16][CH2:17][C:18]([CH3:21])([CH3:20])[CH3:19])=[CH:13][CH:14]=1. The catalyst class is: 10. (2) Product: [C:5]([O:9][C:10](=[O:32])[N:11]([CH2:12][C:13]1[CH:18]=[CH:17][C:16]([O:19][CH3:20])=[CH:15][C:14]=1[O:21][CH3:22])[C:23]1[CH:28]=[CH:27][C:26]2[NH:29][C:1](=[O:3])[NH:31][CH2:30][C:25]=2[N:24]=1)([CH3:8])([CH3:6])[CH3:7]. The catalyst class is: 1. Reactant: [C:1](O)(=[O:3])C.[C:5]([O:9][C:10](=[O:32])[N:11]([C:23]1[CH:28]=[CH:27][C:26]([NH2:29])=[C:25]([CH2:30][NH2:31])[N:24]=1)[CH2:12][C:13]1[CH:18]=[CH:17][C:16]([O:19][CH3:20])=[CH:15][C:14]=1[O:21][CH3:22])([CH3:8])([CH3:7])[CH3:6].C(N(CC)C(C)C)(C)C.C(N1C=CN=C1)(N1C=CN=C1)=O. (3) The catalyst class is: 63. Product: [C:42]([C:13]1[CH:14]=[CH:15][C:16]([N:18]([CH2:40][CH3:41])[C:19]([C:21]2[CH:26]=[CH:25][N:24]3[N:27]=[CH:28][C:29]([C:30]4[CH:35]=[CH:34][C:33]([C:36](=[O:39])[NH:37][CH3:38])=[CH:32][CH:31]=4)=[C:23]3[CH:22]=2)=[O:20])=[N:17][C:12]=1[O:11][CH2:10][CH2:9][OH:8])#[N:43]. Reactant: C([O:8][CH2:9][CH2:10][O:11][C:12]1[N:17]=[C:16]([N:18]([CH2:40][CH3:41])[C:19]([C:21]2[CH:26]=[CH:25][N:24]3[N:27]=[CH:28][C:29]([C:30]4[CH:35]=[CH:34][C:33]([C:36](=[O:39])[NH:37][CH3:38])=[CH:32][CH:31]=4)=[C:23]3[CH:22]=2)=[O:20])[CH:15]=[CH:14][C:13]=1[C:42]#[N:43])C1C=CC=CC=1. (4) Reactant: [H-].[Na+].[OH:3][CH2:4][CH:5]([C:18]1[S:22][C:21]([NH:23][C:24]([NH:26][C:27]2[CH:32]=[CH:31][CH:30]=[C:29]([C:33]([F:36])([F:35])[F:34])[CH:28]=2)=[O:25])=[N:20][CH:19]=1)[CH2:6][O:7][Si:8]([CH:15]([CH3:17])[CH3:16])([CH:12]([CH3:14])[CH3:13])[CH:9]([CH3:11])[CH3:10].Cl[C:38]1[C:39]2[S:46][CH:45]=[CH:44][C:40]=2[N:41]=[CH:42][N:43]=1. Product: [N:41]1[C:40]2[CH:44]=[CH:45][S:46][C:39]=2[C:38]([O:3][CH2:4][CH:5]([C:18]2[S:22][C:21]([NH:23][C:24]([NH:26][C:27]3[CH:32]=[CH:31][CH:30]=[C:29]([C:33]([F:34])([F:35])[F:36])[CH:28]=3)=[O:25])=[N:20][CH:19]=2)[CH2:6][O:7][Si:8]([CH:15]([CH3:16])[CH3:17])([CH:12]([CH3:13])[CH3:14])[CH:9]([CH3:11])[CH3:10])=[N:43][CH:42]=1. The catalyst class is: 1. (5) Reactant: [NH2:1][C:2]1[CH:7]=[CH:6][C:5]([S:8]([N:11]([C:13]2[CH:32]=[CH:31][C:16]3[N:17]([CH2:24][CH:25]4[CH2:30][CH2:29][O:28][CH2:27][CH2:26]4)[C:18]([C:20]([CH3:23])([CH3:22])[CH3:21])=[N:19][C:15]=3[CH:14]=2)[CH3:12])(=[O:10])=[O:9])=[CH:4][CH:3]=1.[Br:33][CH2:34][C:35](Cl)=[O:36]. Product: [Br:33][CH2:34][C:35]([NH:1][C:2]1[CH:7]=[CH:6][C:5]([S:8]([N:11]([C:13]2[CH:32]=[CH:31][C:16]3[N:17]([CH2:24][CH:25]4[CH2:26][CH2:27][O:28][CH2:29][CH2:30]4)[C:18]([C:20]([CH3:23])([CH3:21])[CH3:22])=[N:19][C:15]=3[CH:14]=2)[CH3:12])(=[O:10])=[O:9])=[CH:4][CH:3]=1)=[O:36]. The catalyst class is: 64. (6) Product: [F:1][C:2]1[CH:3]=[C:4]([N:9]2[CH2:13][CH2:12][CH:11]([CH2:14][C:15]3[CH:20]=[CH:19][CH:18]=[CH:17][C:16]=3[N:21]3[CH2:22][CH2:23][N:24]([CH3:27])[CH2:25][CH2:26]3)[C:10]2=[O:28])[CH:5]=[CH:6][C:7]=1[F:8]. The catalyst class is: 43. Reactant: [F:1][C:2]1[CH:3]=[C:4]([N:9]2[CH2:13][CH2:12][C:11](=[CH:14][C:15]3[CH:20]=[CH:19][CH:18]=[CH:17][C:16]=3[N:21]3[CH2:26][CH2:25][N:24]([CH3:27])[CH2:23][CH2:22]3)[C:10]2=[O:28])[CH:5]=[CH:6][C:7]=1[F:8].C([O-])=O.[NH4+]. (7) Reactant: [CH:1]1[C:10]2[C:5](=[CH:6][CH:7]=[CH:8][CH:9]=2)[CH:4]=[CH:3][N:2]=1.[Br:11]NC(=O)CCC(N)=O.[OH-].[NH4+]. Product: [Br:11][C:6]1[CH:7]=[CH:8][CH:9]=[C:10]2[C:5]=1[CH:4]=[CH:3][N:2]=[CH:1]2. The catalyst class is: 65. (8) Product: [F:1][C:2]1[CH:3]=[CH:4][C:5]([CH2:6][N:7]2[C:15]3[C:10](=[CH:11][CH:12]=[CH:13][CH:14]=3)[C:9]3[C:16]([C:27]4[CH:28]=[CH:29][C:30]([CH3:33])=[CH:31][CH:32]=4)=[C:17]([CH:22]([OH:54])[C:23]([O:25][CH3:26])=[O:24])[N:18]([CH3:21])[C:19](=[O:20])[C:8]2=3)=[CH:34][CH:35]=1. The catalyst class is: 7. Reactant: [F:1][C:2]1[CH:35]=[CH:34][C:5]([CH2:6][N:7]2[C:15]3[C:10](=[CH:11][CH:12]=[CH:13][CH:14]=3)[C:9]3[C:16]([C:27]4[CH:32]=[CH:31][C:30]([CH3:33])=[CH:29][CH:28]=4)=[C:17]([CH2:22][C:23]([O:25][CH3:26])=[O:24])[N:18]([CH3:21])[C:19](=[O:20])[C:8]2=3)=[CH:4][CH:3]=1.[Li+].C[Si]([N-][Si](C)(C)C)(C)C.CC1(C)[C@]23C4(ON4S(=O)(=[O:54])C2)C[C@H]1CC3.Cl. (9) Reactant: [C:1]([C:3]1[CH:4]=[CH:5][C:6]([NH:13][CH:14]2[CH2:18][CH2:17][CH2:16][CH2:15]2)=[C:7]([CH:12]=1)[C:8]([O:10]C)=[O:9])#[N:2].[OH-].[Na+].Cl. Product: [C:1]([C:3]1[CH:4]=[CH:5][C:6]([NH:13][CH:14]2[CH2:18][CH2:17][CH2:16][CH2:15]2)=[C:7]([CH:12]=1)[C:8]([OH:10])=[O:9])#[N:2]. The catalyst class is: 5. (10) Reactant: [CH3:1][O:2][C:3](=[O:60])[C@@H:4]([N:24]([CH2:47][C:48]1[CH:53]=[CH:52][C:51]([C:54]2[CH:59]=[CH:58][CH:57]=[CH:56][CH:55]=2)=[CH:50][CH:49]=1)[C:25](=[O:46])[C@@H:26]([NH:38]C(OC(C)(C)C)=O)[CH2:27][C:28]1[CH:37]=[CH:36][C:35]2[C:30](=[CH:31][CH:32]=[CH:33][CH:34]=2)[CH:29]=1)[CH2:5][NH:6][C:7]([O:9][CH2:10][CH:11]1[C:23]2[CH:22]=[CH:21][CH:20]=[CH:19][C:18]=2[C:17]2[C:12]1=[CH:13][CH:14]=[CH:15][CH:16]=2)=[O:8].FC(F)(F)C(O)=O. Product: [CH3:1][O:2][C:3](=[O:60])[C@@H:4]([N:24]([C:25](=[O:46])[C@@H:26]([NH2:38])[CH2:27][C:28]1[CH:37]=[CH:36][C:35]2[C:30](=[CH:31][CH:32]=[CH:33][CH:34]=2)[CH:29]=1)[CH2:47][C:48]1[CH:53]=[CH:52][C:51]([C:54]2[CH:59]=[CH:58][CH:57]=[CH:56][CH:55]=2)=[CH:50][CH:49]=1)[CH2:5][NH:6][C:7]([O:9][CH2:10][CH:11]1[C:23]2[CH:22]=[CH:21][CH:20]=[CH:19][C:18]=2[C:17]2[C:12]1=[CH:13][CH:14]=[CH:15][CH:16]=2)=[O:8]. The catalyst class is: 4.